This data is from Reaction yield outcomes from USPTO patents with 853,638 reactions. The task is: Predict the reaction yield, written as a fraction of the theoretical maximum amount of product (1.0 means a 100% yield; for example, 0.34 means a 34% yield). (1) The reactants are [Cl:1][C:2]1[C:7]([NH:8][CH2:9][C:10]2[CH:15]=[C:14]([C:16]3[CH:21]=[CH:20][CH:19]=[C:18]([F:22])[CH:17]=3)[CH:13]=[CH:12][C:11]=2[F:23])=[C:6]([Cl:24])[CH:5]=[CH:4][C:3]=1[OH:25].C([O-])([O-])=O.[K+].[K+].Br[CH2:33][C:34]([O:36][CH2:37][CH3:38])=[O:35]. The catalyst is CN(C=O)C. The product is [Cl:1][C:2]1[C:7]([NH:8][CH2:9][C:10]2[CH:15]=[C:14]([C:16]3[CH:21]=[CH:20][CH:19]=[C:18]([F:22])[CH:17]=3)[CH:13]=[CH:12][C:11]=2[F:23])=[C:6]([Cl:24])[CH:5]=[CH:4][C:3]=1[O:25][CH2:33][C:34]([O:36][CH2:37][CH3:38])=[O:35]. The yield is 0.700. (2) The reactants are [Br:1][C:2]1[CH:11]=[CH:10][C:9]2[CH2:8][CH2:7][CH2:6][CH:5]([OH:12])[C:4]=2[N:3]=1.C(N(CC)CC)C.[CH3:20][S:21](Cl)(=[O:23])=[O:22].C([O-])(O)=O.[Na+]. The catalyst is C(Cl)Cl. The product is [CH3:20][S:21]([O:12][CH:5]1[C:4]2[N:3]=[C:2]([Br:1])[CH:11]=[CH:10][C:9]=2[CH2:8][CH2:7][CH2:6]1)(=[O:23])=[O:22]. The yield is 0.880. (3) The reactants are [CH3:1][C:2]1[C:16](=[O:17])[N:15]=[C:14]2[N:4]([C@@H:5]3[O:9][C@H:8]([CH2:10][OH:11])[C@@H:7]([OH:12])[C@@H:6]3[O:13]2)[CH:3]=1.[CH3:18][O:19][CH2:20][CH2:21][O:22]B([O:22][CH2:21][CH2:20][O:19][CH3:18])[O:22][CH2:21][CH2:20][O:19][CH3:18]. The catalyst is COCCO. The product is [CH3:18][O:19][CH2:20][CH2:21][O:22][C@@H:6]1[C@H:7]([OH:12])[C@@H:8]([CH2:10][OH:11])[O:9][C@H:5]1[N:4]1[CH:3]=[C:2]([CH3:1])[C:16](=[O:17])[NH:15][C:14]1=[O:13]. The yield is 0.630. (4) The reactants are [C:1]([O:5][C:6]([C:8]1[S:31][C:11]2[CH2:12][CH2:13][C:14]3[CH:15]=[N:16][C:17]([NH:20][C:21]4[CH:26]=[CH:25][CH:24]=[C:23]([S:27](=[O:30])(=[O:29])[NH2:28])[CH:22]=4)=[N:18][C:19]=3[C:10]=2[CH:9]=1)=[O:7])([CH3:4])([CH3:3])[CH3:2].ClC1C(=O)C(C#N)=C(C#N)C(=O)C=1Cl. The catalyst is O1CCOCC1. The product is [C:1]([O:5][C:6]([C:8]1[S:31][C:11]2=[CH:12][CH:13]=[C:14]3[C:19]([N:18]=[C:17]([NH:20][C:21]4[CH:26]=[CH:25][CH:24]=[C:23]([S:27](=[O:29])(=[O:30])[NH2:28])[CH:22]=4)[N:16]=[CH:15]3)=[C:10]2[CH:9]=1)=[O:7])([CH3:4])([CH3:2])[CH3:3]. The yield is 0.380. (5) The reactants are [O-][CH2:2]CCC.[K+].C[C:8]1[CH:13]=[CH:12][C:11]([NH:14][C:15]2[N:20]=[C:19]([C:21]3[CH:22]=[N:23][CH:24]=[CH:25][CH:26]=3)[CH:18]=[CH:17][N:16]=2)=[CH:10][C:9]=1[NH2:27].C([O:30][C:31](=O)[C:32]1[CH:37]=[CH:36][C:35]([CH2:38][N:39]2[CH2:44][CH2:43][N:42]([CH3:45])[CH2:41][CH2:40]2)=[CH:34][CH:33]=1)C. The catalyst is C(O)C.C1(C)C=CC=CC=1. The product is [CH3:2][C:12]1[CH:13]=[CH:8][C:9]([NH:27][C:31]([C:32]2[CH:37]=[CH:36][C:35]([CH2:38][N:39]3[CH2:40][CH2:41][N:42]([CH3:45])[CH2:43][CH2:44]3)=[CH:34][CH:33]=2)=[O:30])=[CH:10][C:11]=1[NH:14][C:15]1[N:16]=[CH:17][CH:18]=[C:19]([C:21]2[CH:26]=[CH:25][CH:24]=[N:23][CH:22]=2)[N:20]=1. The yield is 0.810. (6) The reactants are Br[C:2]1[CH:11]=[C:10]2[C:5]([C:6]([OH:25])=[C:7]([C:14]([NH:16][CH2:17][C:18]([O:20]CCCC)=[O:19])=[O:15])[C:8](=[O:13])[N:9]2[CH3:12])=[CH:4][CH:3]=1.C(Cl)(Cl)Cl.CC(C1C=C(C(C)C)C(C2C=CC=CC=2P(C2CCCCC2)C2CCCCC2)=C(C(C)C)C=1)C.[NH:64]1[CH2:69][CH2:68][CH2:67][CH2:66][CH2:65]1.CC(C)([O-])C.[Na+]. The catalyst is O1CCOCC1.C1C=CC(/C=C/C(/C=C/C2C=CC=CC=2)=O)=CC=1.C1C=CC(/C=C/C(/C=C/C2C=CC=CC=2)=O)=CC=1.C1C=CC(/C=C/C(/C=C/C2C=CC=CC=2)=O)=CC=1.[Pd].[Pd]. The product is [OH:25][C:6]1[C:5]2[C:10](=[CH:11][C:2]([N:64]3[CH2:69][CH2:68][CH2:67][CH2:66][CH2:65]3)=[CH:3][CH:4]=2)[N:9]([CH3:12])[C:8](=[O:13])[C:7]=1[C:14]([NH:16][CH2:17][C:18]([OH:20])=[O:19])=[O:15]. The yield is 0.460. (7) The reactants are [Cl:1][C:2]1[CH:3]=[CH:4][C:5]([CH3:11])=[C:6]([N:8]=[C:9]=[S:10])[CH:7]=1.[NH2:12][C:13]1[CH:14]=[CH:15][C:16]2[S:20][C:19]([CH3:21])=[N:18][C:17]=2[CH:22]=1. No catalyst specified. The product is [Cl:1][C:2]1[CH:3]=[CH:4][C:5]([CH3:11])=[C:6]([NH:8][C:9]([NH:12][C:13]2[CH:14]=[CH:15][C:16]3[S:20][C:19]([CH3:21])=[N:18][C:17]=3[CH:22]=2)=[S:10])[CH:7]=1. The yield is 0.290.